Dataset: Peptide-MHC class II binding affinity with 134,281 pairs from IEDB. Task: Regression. Given a peptide amino acid sequence and an MHC pseudo amino acid sequence, predict their binding affinity value. This is MHC class II binding data. (1) The peptide sequence is FKKEIFDKQLGKFKF. The MHC is DRB1_0101 with pseudo-sequence DRB1_0101. The binding affinity (normalized) is 0.646. (2) The peptide sequence is PYVSKNPRQAYANYR. The MHC is DRB1_0405 with pseudo-sequence DRB1_0405. The binding affinity (normalized) is 0.359. (3) The peptide sequence is FGSVPALTIACMTVQ. The MHC is DRB1_0101 with pseudo-sequence DRB1_0101. The binding affinity (normalized) is 0.735. (4) The peptide sequence is GKLYSILKIQSPLFT. The MHC is HLA-DQA10102-DQB10602 with pseudo-sequence HLA-DQA10102-DQB10602. The binding affinity (normalized) is 0.317. (5) The MHC is DRB1_0901 with pseudo-sequence DRB1_0901. The peptide sequence is AEMVIHHQHVQDCDE. The binding affinity (normalized) is 0.595. (6) The peptide sequence is EQQWNFAGIEAAASA. The MHC is DRB1_1302 with pseudo-sequence DRB1_1302. The binding affinity (normalized) is 0.0467.